Dataset: Forward reaction prediction with 1.9M reactions from USPTO patents (1976-2016). Task: Predict the product of the given reaction. (1) The product is: [ClH:30].[NH2:11][CH:6]([CH2:5][CH2:4][CH2:3][C:2]([F:1])([F:22])[F:23])[C:7]([CH3:8])([OH:10])[CH3:9]. Given the reactants [F:1][C:2]([F:23])([F:22])[CH2:3][CH2:4][CH2:5][CH:6]([NH:11]C(=O)OCC1C=CC=CC=1)[C:7]([OH:10])([CH3:9])[CH3:8].C1CCCCC=1.[ClH:30], predict the reaction product. (2) Given the reactants [Cl:1][C:2]1[C:3](Cl)=[N:4][CH:5]=[C:6]([CH:14]=1)[C:7]([O:9][C:10]([CH3:13])([CH3:12])[CH3:11])=[O:8].O.[NH2:17][NH2:18], predict the reaction product. The product is: [Cl:1][C:2]1[C:3]([NH:17][NH2:18])=[N:4][CH:5]=[C:6]([CH:14]=1)[C:7]([O:9][C:10]([CH3:13])([CH3:12])[CH3:11])=[O:8]. (3) Given the reactants [Na+].[NH2:2][C@H:3]([C:9]1[CH:14]=[CH:13][CH:12]=[CH:11][CH:10]=1)[CH2:4][CH2:5][C:6]([O-])=[O:7].[H-].[Al+3].[Li+].[H-].[H-].[H-].O.[OH-].[Na+], predict the reaction product. The product is: [NH2:2][C@H:3]([C:9]1[CH:14]=[CH:13][CH:12]=[CH:11][CH:10]=1)[CH2:4][CH2:5][CH2:6][OH:7]. (4) Given the reactants [C:1]1([C@@H:7]2[CH2:9][C@H:8]2[C:10](Cl)=[O:11])[CH:6]=[CH:5][CH:4]=[CH:3][CH:2]=1.[NH2:13][C:14]1[CH:19]=[CH:18][C:17]([C:20]2[C:28]3[C:23](=[N:24][CH:25]=[N:26][C:27]=3[NH2:29])[N:22]([CH:30]3[CH2:35][CH2:34][N:33]([CH:36]4[CH2:41][CH2:40][N:39]([CH3:42])[CH2:38][CH2:37]4)[CH2:32][CH2:31]3)[N:21]=2)=[CH:16][C:15]=1[O:43][CH3:44], predict the reaction product. The product is: [NH2:29][C:27]1[N:26]=[CH:25][N:24]=[C:23]2[N:22]([CH:30]3[CH2:35][CH2:34][N:33]([CH:36]4[CH2:41][CH2:40][N:39]([CH3:42])[CH2:38][CH2:37]4)[CH2:32][CH2:31]3)[N:21]=[C:20]([C:17]3[CH:18]=[CH:19][C:14]([NH:13][C:10]([C@@H:8]4[CH2:9][C@H:7]4[C:1]4[CH:6]=[CH:5][CH:4]=[CH:3][CH:2]=4)=[O:11])=[C:15]([O:43][CH3:44])[CH:16]=3)[C:28]=12.